From a dataset of Forward reaction prediction with 1.9M reactions from USPTO patents (1976-2016). Predict the product of the given reaction. Given the reactants [CH3:1][C:2]1[NH:6][N:5]=[C:4]([C:7]([C:9]2[CH:10]=[CH:11][C:12]3[NH:18][C:17]4[N:19]=[C:20]([C:23]([F:26])([F:25])[F:24])[CH:21]=[CH:22][C:16]=4[CH2:15][N:14]([S:27]([C:30]4[CH:35]=[CH:34][C:33]([O:36][C:37]([F:40])([F:39])[F:38])=[CH:32][CH:31]=4)(=[O:29])=[O:28])[C:13]=3[CH:41]=2)=[O:8])[CH:3]=1.CC1NN=C(C(C2C=CC3NC4N=C(C(F)(F)F)C=CC=4CN(S(C4C=CC(OC(F)(F)F)=CC=4)(=O)=O)C=3C=2)(O)C)C=1, predict the reaction product. The product is: [CH3:1][C:2]1[NH:6][N:5]=[C:4]([CH:7]([C:9]2[CH:10]=[CH:11][C:12]3[NH:18][C:17]4[N:19]=[C:20]([C:23]([F:24])([F:25])[F:26])[CH:21]=[CH:22][C:16]=4[CH2:15][N:14]([S:27]([C:30]4[CH:35]=[CH:34][C:33]([O:36][C:37]([F:39])([F:40])[F:38])=[CH:32][CH:31]=4)(=[O:29])=[O:28])[C:13]=3[CH:41]=2)[OH:8])[CH:3]=1.